This data is from NCI-60 drug combinations with 297,098 pairs across 59 cell lines. The task is: Regression. Given two drug SMILES strings and cell line genomic features, predict the synergy score measuring deviation from expected non-interaction effect. (1) Drug 1: C1=CC(=CC=C1CCCC(=O)O)N(CCCl)CCCl. Drug 2: C1CNP(=O)(OC1)N(CCCl)CCCl. Cell line: SK-OV-3. Synergy scores: CSS=15.9, Synergy_ZIP=-2.62, Synergy_Bliss=-0.308, Synergy_Loewe=-11.5, Synergy_HSA=-3.38. (2) Drug 1: CC1=CC2C(CCC3(C2CCC3(C(=O)C)OC(=O)C)C)C4(C1=CC(=O)CC4)C. Drug 2: CS(=O)(=O)CCNCC1=CC=C(O1)C2=CC3=C(C=C2)N=CN=C3NC4=CC(=C(C=C4)OCC5=CC(=CC=C5)F)Cl. Cell line: BT-549. Synergy scores: CSS=-0.716, Synergy_ZIP=1.31, Synergy_Bliss=3.67, Synergy_Loewe=-0.823, Synergy_HSA=0.435. (3) Drug 1: C1=CC=C(C(=C1)C(C2=CC=C(C=C2)Cl)C(Cl)Cl)Cl. Drug 2: CC1C(C(CC(O1)OC2CC(CC3=C2C(=C4C(=C3O)C(=O)C5=C(C4=O)C(=CC=C5)OC)O)(C(=O)CO)O)N)O.Cl. Cell line: RXF 393. Synergy scores: CSS=53.4, Synergy_ZIP=-9.63, Synergy_Bliss=-8.59, Synergy_Loewe=-6.44, Synergy_HSA=-4.68. (4) Drug 1: CC1CCC2CC(C(=CC=CC=CC(CC(C(=O)C(C(C(=CC(C(=O)CC(OC(=O)C3CCCCN3C(=O)C(=O)C1(O2)O)C(C)CC4CCC(C(C4)OC)O)C)C)O)OC)C)C)C)OC. Drug 2: CC(C)CN1C=NC2=C1C3=CC=CC=C3N=C2N. Cell line: OVCAR-4. Synergy scores: CSS=18.6, Synergy_ZIP=-2.38, Synergy_Bliss=3.98, Synergy_Loewe=-4.67, Synergy_HSA=1.98. (5) Drug 1: CC1=CC=C(C=C1)C2=CC(=NN2C3=CC=C(C=C3)S(=O)(=O)N)C(F)(F)F. Drug 2: C1CNP(=O)(OC1)N(CCCl)CCCl. Cell line: SF-295. Synergy scores: CSS=-0.464, Synergy_ZIP=2.26, Synergy_Bliss=0.893, Synergy_Loewe=-0.861, Synergy_HSA=-2.61. (6) Drug 2: C(CC(=O)O)C(=O)CN.Cl. Cell line: U251. Drug 1: CC12CCC3C(C1CCC2O)C(CC4=C3C=CC(=C4)O)CCCCCCCCCS(=O)CCCC(C(F)(F)F)(F)F. Synergy scores: CSS=3.49, Synergy_ZIP=-3.72, Synergy_Bliss=-3.08, Synergy_Loewe=-1.74, Synergy_HSA=-1.92. (7) Drug 1: CC1CCC2CC(C(=CC=CC=CC(CC(C(=O)C(C(C(=CC(C(=O)CC(OC(=O)C3CCCCN3C(=O)C(=O)C1(O2)O)C(C)CC4CCC(C(C4)OC)O)C)C)O)OC)C)C)C)OC. Drug 2: N.N.Cl[Pt+2]Cl. Cell line: OVCAR-5. Synergy scores: CSS=64.1, Synergy_ZIP=-3.28, Synergy_Bliss=-1.37, Synergy_Loewe=2.46, Synergy_HSA=4.64. (8) Drug 1: C1CCN(CC1)CCOC2=CC=C(C=C2)C(=O)C3=C(SC4=C3C=CC(=C4)O)C5=CC=C(C=C5)O. Drug 2: C1CC(C1)(C(=O)O)C(=O)O.[NH2-].[NH2-].[Pt+2]. Cell line: TK-10. Synergy scores: CSS=14.6, Synergy_ZIP=-0.649, Synergy_Bliss=1.41, Synergy_Loewe=0.860, Synergy_HSA=0.439. (9) Drug 1: C1=NC2=C(N1)C(=S)N=CN2. Drug 2: CS(=O)(=O)OCCCCOS(=O)(=O)C. Cell line: SK-OV-3. Synergy scores: CSS=38.2, Synergy_ZIP=-0.693, Synergy_Bliss=0.984, Synergy_Loewe=-55.0, Synergy_HSA=0.786. (10) Drug 1: CN(C)C1=NC(=NC(=N1)N(C)C)N(C)C. Drug 2: C(=O)(N)NO. Cell line: RPMI-8226. Synergy scores: CSS=12.9, Synergy_ZIP=6.00, Synergy_Bliss=5.29, Synergy_Loewe=-16.7, Synergy_HSA=-2.62.